Dataset: Forward reaction prediction with 1.9M reactions from USPTO patents (1976-2016). Task: Predict the product of the given reaction. (1) Given the reactants [NH2:1][C:2]([C@:4]1([CH2:31][O:32][CH3:33])[CH2:8][CH2:7][C@H:6]([C:9]2[CH:14]=[CH:13][C:12]([O:15][CH2:16][C:17]3[CH:22]=[CH:21][CH:20]=[CH:19][C:18]=3[F:23])=[CH:11][CH:10]=2)[N:5]1C(OC(C)(C)C)=O)=[O:3].C([Cl:37])(C)=O, predict the reaction product. The product is: [ClH:37].[F:23][C:18]1[CH:19]=[CH:20][CH:21]=[CH:22][C:17]=1[CH2:16][O:15][C:12]1[CH:13]=[CH:14][C:9]([C@@H:6]2[NH:5][C@:4]([CH2:31][O:32][CH3:33])([C:2]([NH2:1])=[O:3])[CH2:8][CH2:7]2)=[CH:10][CH:11]=1. (2) Given the reactants [CH3:1][C:2]1[N:7]=[C:6]2[C:8](=O)[O:9][C:10](=[O:11])[C:5]2=[CH:4][CH:3]=1.[BH4-].[Na+].C(O)(=O)C, predict the reaction product. The product is: [CH3:1][C:2]1[N:7]=[C:6]2[CH2:8][O:9][C:10](=[O:11])[C:5]2=[CH:4][CH:3]=1. (3) Given the reactants [CH:1]1([N:7]2[CH2:13][C:12]([CH3:15])([CH3:14])[C:11](=[O:16])[N:10]([CH3:17])[C:9]3[CH:18]=[N:19][C:20]([NH:22][C:23]4[CH:31]=[CH:30][C:26]([C:27]([OH:29])=O)=[CH:25][C:24]=4[O:32][CH3:33])=[N:21][C:8]2=3)[CH2:6][CH2:5][CH2:4][CH2:3][CH2:2]1.[NH2:34][C@H:35]1[CH2:39][CH2:38][N:37](C(OC(C)(C)C)=O)[CH2:36]1, predict the reaction product. The product is: [CH:1]1([N:7]2[CH2:13][C:12]([CH3:14])([CH3:15])[C:11](=[O:16])[N:10]([CH3:17])[C:9]3[CH:18]=[N:19][C:20]([NH:22][C:23]4[CH:31]=[CH:30][C:26]([C:27]([NH:34][C@H:35]5[CH2:39][CH2:38][NH:37][CH2:36]5)=[O:29])=[CH:25][C:24]=4[O:32][CH3:33])=[N:21][C:8]2=3)[CH2:6][CH2:5][CH2:4][CH2:3][CH2:2]1. (4) The product is: [C:1]([O:5][C:6](=[O:7])[NH:8][C:9]1[C:18]2[C:13](=[CH:14][CH:15]=[CH:16][CH:17]=2)[C:12]([O:19][CH2:27][CH2:28][Cl:29])=[CH:11][CH:10]=1)([CH3:4])([CH3:2])[CH3:3]. Given the reactants [C:1]([O:5][C:6]([NH:8][C:9]1[C:18]2[C:13](=[CH:14][CH:15]=[CH:16][CH:17]=2)[C:12]([OH:19])=[CH:11][CH:10]=1)=[O:7])([CH3:4])([CH3:3])[CH3:2].C(=O)([O-])[O-].[K+].[K+].Br[CH2:27][CH2:28][Cl:29].C(OCC)(=O)C, predict the reaction product. (5) Given the reactants C([Li])CCC.Br[C:7]1[CH:12]=[CH:11][CH:10]=[C:9]([Br:13])[CH:8]=1.[CH:14](=[O:21])[C:15]1[CH:20]=[CH:19][CH:18]=[CH:17][CH:16]=1, predict the reaction product. The product is: [Br:13][C:9]1[CH:8]=[C:7]([CH:14]([C:15]2[CH:20]=[CH:19][CH:18]=[CH:17][CH:16]=2)[OH:21])[CH:12]=[CH:11][CH:10]=1. (6) Given the reactants [O:1]=[C:2]1[C:10](=[N:11][N:12]=[CH:13][C:14]2[NH:18][C:17]([CH3:19])=[C:16]([C:20]([NH:22][CH2:23][CH2:24][CH2:25][CH2:26][CH2:27][C:28](O)=[O:29])=[O:21])[C:15]=2[CH3:31])[C:9]2[C:4](=[CH:5][CH:6]=[CH:7][CH:8]=2)[NH:3]1.Cl.C(N=C=NCCCN(C)C)C.O[C:45]1[C:53]2[N:52]=N[NH:50][C:49]=2[CH:48]=[CH:47][CH:46]=1.C(N(CC)CC)C.C1(N)C=CC=CC=1N, predict the reaction product. The product is: [O:1]=[C:2]1[C:10](=[N:11][N:12]=[CH:13][C:14]2[NH:18][C:17]([CH3:19])=[C:16]([C:20]([NH:22][CH2:23][CH2:24][CH2:25][CH2:26][CH2:27][C:28]([NH:50][C:49]3[CH:48]=[CH:47][CH:46]=[CH:45][C:53]=3[NH2:52])=[O:29])=[O:21])[C:15]=2[CH3:31])[C:9]2[C:4](=[CH:5][CH:6]=[CH:7][CH:8]=2)[NH:3]1. (7) Given the reactants [CH3:1][C:2]1[CH:3]=[C:4]([C:17]2[S:21][C:20]([N:22]3[CH2:28][CH2:27][CH2:26][NH:25][C:24](=[O:29])[CH2:23]3)=[N:19][CH:18]=2)[CH:5]=[C:6]([NH:8][C:9]2[N:14]=[C:13](SC)[CH:12]=[CH:11][N:10]=2)[CH:7]=1.Cl[C:31]1C=CC=C(C(OO)=O)C=1.[O-:41][S:42]([O-:45])(=S)=O.[Na+].[Na+], predict the reaction product. The product is: [CH3:1][C:2]1[CH:3]=[C:4]([C:17]2[S:21][C:20]([N:22]3[CH2:28][CH2:27][CH2:26][NH:25][C:24](=[O:29])[CH2:23]3)=[N:19][CH:18]=2)[CH:5]=[C:6]([NH:8][C:9]2[N:10]=[C:11]([S:42]([CH3:31])(=[O:45])=[O:41])[CH:12]=[CH:13][N:14]=2)[CH:7]=1.